The task is: Predict the reaction yield, written as a fraction of the theoretical maximum amount of product (1.0 means a 100% yield; for example, 0.34 means a 34% yield).. This data is from Reaction yield outcomes from USPTO patents with 853,638 reactions. (1) The reactants are [C:1]([C:3]1[CH:4]=[CH:4][C:3]([CH3:1])=[C:11]([CH:11]=1)C(N)=O)#C.[C:13]([N:16]1[CH2:21][CH2:20][N:19]([C:22]2[CH:27]=[CH:26][C:25]([NH:28][C:29]3[N:34]=[C:33]([CH2:35][CH2:36][C:37]4[CH:42]=[CH:41][CH:40]=[CH:39][C:38]=4[CH2:43][C:44]([NH2:46])=[O:45])[C:32]([C:47]([F:50])([F:49])[F:48])=[CH:31][N:30]=3)=[CH:24][CH:23]=2)[CH2:18][CH2:17]1)(=[O:15])C.C1(P(C2C=CC=CC=2)C2C=CC=CC=2)C=CC=CC=1.C(N(CC)CC)C.CN(C=[O:81])C. The catalyst is Cl[Pd](Cl)([P](C1C=CC=CC=1)(C1C=CC=CC=1)C1C=CC=CC=1)[P](C1C=CC=CC=1)(C1C=CC=CC=1)C1C=CC=CC=1.[Cu]I. The product is [C:44]([C:43]1[CH:38]=[C:37]([C:36]#[C:35][C:33]2[C:32]([C:47]([F:48])([F:50])[F:49])=[CH:31][N:30]=[C:29]([NH:28][C:25]3[CH:26]=[CH:27][C:22]([N:19]4[CH2:20][CH2:21][N:16]([C:13]([O:15][C:3]([CH3:4])([CH3:11])[CH3:1])=[O:81])[CH2:17][CH2:18]4)=[CH:23][CH:24]=3)[N:34]=2)[CH:42]=[CH:41][C:40]=1[CH3:39])(=[O:45])[NH2:46]. The yield is 0.690. (2) The reactants are O1CCCCC1[O:7][NH:8][C:9]([C:11]1[CH:12]=[N:13][C:14]([NH:17][CH:18]2[CH:23]3[CH:19]2[CH2:20][N:21]([S:24]([C:27]2[CH:36]=[CH:35][C:34]4[C:29](=[CH:30][CH:31]=[CH:32][CH:33]=4)[CH:28]=2)(=[O:26])=[O:25])[CH2:22]3)=[N:15][CH:16]=1)=[O:10].C(O)(C(F)(F)F)=O. The catalyst is CO.C(Cl)Cl. The product is [OH:7][NH:8][C:9]([C:11]1[CH:16]=[N:15][C:14]([NH:17][CH:18]2[CH:23]3[CH:19]2[CH2:20][N:21]([S:24]([C:27]2[CH:36]=[CH:35][C:34]4[C:29](=[CH:30][CH:31]=[CH:32][CH:33]=4)[CH:28]=2)(=[O:26])=[O:25])[CH2:22]3)=[N:13][CH:12]=1)=[O:10]. The yield is 0.210.